This data is from Reaction yield outcomes from USPTO patents with 853,638 reactions. The task is: Predict the reaction yield, written as a fraction of the theoretical maximum amount of product (1.0 means a 100% yield; for example, 0.34 means a 34% yield). (1) The reactants are [CH2:1]([N:3]([CH2:38][CH3:39])[CH2:4][CH2:5][CH2:6][NH:7][C:8]1[N:9]=[C:10]([C:27]2[CH:28]=[C:29]([CH:33]=[C:34]([F:37])[C:35]=2[CH3:36])[C:30](O)=[O:31])[C:11]2[CH:17]=[CH:16][C:15](=[O:18])[N:14]([C:19]3[C:24]([F:25])=[CH:23][CH:22]=[CH:21][C:20]=3[F:26])[C:12]=2[N:13]=1)[CH3:2].CN(C(O[N:55]1N=[N:55][C:50]2[CH:51]=[CH:52][CH:52]=[CH:51][C:50]1=2)=[N+](C)C)C.F[P-](F)(F)(F)(F)F.C(N(CC)CC)C.C1(N)CC1. The catalyst is CN(C=O)C. The product is [CH:50]1([NH:55][C:30](=[O:31])[C:29]2[CH:33]=[C:34]([F:37])[C:35]([CH3:36])=[C:27]([C:10]3[C:11]4[CH:17]=[CH:16][C:15](=[O:18])[N:14]([C:19]5[C:24]([F:25])=[CH:23][CH:22]=[CH:21][C:20]=5[F:26])[C:12]=4[N:13]=[C:8]([NH:7][CH2:6][CH2:5][CH2:4][N:3]([CH2:38][CH3:39])[CH2:1][CH3:2])[N:9]=3)[CH:28]=2)[CH2:52][CH2:51]1. The yield is 0.600. (2) The reactants are [CH3:1][C@@H:2]([C@@H:8]1[C@@:12]2([CH3:27])[CH2:13][CH2:14][C@@H:15]3[C@@:20]4([CH3:26])[CH2:21][CH2:22][C@@H:23]([OH:25])[CH2:24][C@H:19]4[CH2:18][CH2:17][C@H:16]3[C@@H:11]2[CH2:10][CH2:9]1)[CH2:3][CH2:4][C:5](O)=[O:6].C(OC(Cl)=O)C(C)C.C(N(CC)CC)C.[CH2:43]([NH:61]CCCCCCCCCCCCCCCCCC)[CH2:44][CH2:45][CH2:46][CH2:47][CH2:48][CH2:49][CH2:50][CH2:51][CH2:52][CH2:53][CH2:54][CH2:55][CH2:56][CH2:57][CH2:58][CH2:59][CH3:60]. The catalyst is O1CCCC1. The product is [CH2:43]([NH:61][C:5](=[O:6])[CH2:4][CH2:3][CH:2]([CH:8]1[C:12]2([CH3:27])[CH:11]([CH:16]3[CH:15]([CH2:14][CH2:13]2)[C:20]2([CH3:26])[CH:19]([CH2:24][CH:23]([OH:25])[CH2:22][CH2:21]2)[CH2:18][CH2:17]3)[CH2:10][CH2:9]1)[CH3:1])[CH2:44][CH2:45][CH2:46][CH2:47][CH2:48][CH2:49][CH2:50][CH2:51][CH2:52][CH2:53][CH2:54][CH2:55][CH2:56][CH2:57][CH2:58][CH2:59][CH3:60]. The yield is 0.890. (3) The reactants are [OH:1][NH:2][C:3](=[O:35])[CH:4]([N:9]([CH3:34])[C:10]([C:12]1[CH:17]=[CH:16][C:15]([C:18]2[CH:23]=[CH:22][C:21]([O:24][CH2:25][CH2:26][CH2:27][N:28]3[CH2:33][CH2:32][O:31][CH2:30][CH2:29]3)=[CH:20][CH:19]=2)=[CH:14][CH:13]=1)=[O:11])[C:5]([NH:7][CH3:8])=[O:6].[CH3:36][C:37]1[CH:38]=[CH:39][C:40]([S:43]([OH:46])(=[O:45])=[O:44])=[CH:41][CH:42]=1.O. The catalyst is C1COCC1. The product is [CH3:36][C:37]1[CH:38]=[CH:39][C:40]([S:43]([OH:46])(=[O:45])=[O:44])=[CH:41][CH:42]=1.[OH:1][NH:2][C:3](=[O:35])[CH:4]([N:9]([CH3:34])[C:10]([C:12]1[CH:13]=[CH:14][C:15]([C:18]2[CH:23]=[CH:22][C:21]([O:24][CH2:25][CH2:26][CH2:27][N:28]3[CH2:33][CH2:32][O:31][CH2:30][CH2:29]3)=[CH:20][CH:19]=2)=[CH:16][CH:17]=1)=[O:11])[C:5]([NH:7][CH3:8])=[O:6]. The yield is 0.790.